Predict which catalyst facilitates the given reaction. From a dataset of Catalyst prediction with 721,799 reactions and 888 catalyst types from USPTO. (1) Reactant: [CH2:1]([C:8]1([N:15]([CH3:17])[CH3:16])[CH2:13][CH2:12][C:11](=O)[CH2:10][CH2:9]1)[C:2]1[CH:7]=[CH:6][CH:5]=[CH:4][CH:3]=1.[CH2:18]([NH2:25])[C:19]1[CH:24]=[CH:23][CH:22]=[CH:21][CH:20]=1.C(O[BH-](OC(=O)C)OC(=O)C)(=O)C.[Na+].[OH-].[Na+]. Product: [CH2:1]([C:8]1([N:15]([CH3:17])[CH3:16])[CH2:13][CH2:12][CH:11]([NH:25][CH2:18][C:19]2[CH:24]=[CH:23][CH:22]=[CH:21][CH:20]=2)[CH2:10][CH2:9]1)[C:2]1[CH:7]=[CH:6][CH:5]=[CH:4][CH:3]=1. The catalyst class is: 506. (2) Reactant: C([O:3][C:4]([C:6]1([NH:15][CH2:16][C:17]2[CH:22]=[CH:21][CH:20]=[C:19]([CH3:23])[C:18]=2[O:24][CH:25]([CH3:27])[CH3:26])[CH2:14][C:13]2[C:8](=[CH:9][CH:10]=[CH:11][CH:12]=2)[CH2:7]1)=[O:5])C.O1CCOCC1.CO. Product: [CH:25]([O:24][C:18]1[C:19]([CH3:23])=[CH:20][CH:21]=[CH:22][C:17]=1[CH2:16][NH:15][C:6]1([C:4]([OH:5])=[O:3])[CH2:14][C:13]2[C:8](=[CH:9][CH:10]=[CH:11][CH:12]=2)[CH2:7]1)([CH3:27])[CH3:26]. The catalyst class is: 6. (3) The catalyst class is: 9. Reactant: [CH2:1](Br)[C:2]1[CH:7]=[CH:6][CH:5]=[CH:4][CH:3]=1.C(=O)([O-])[O-].[K+].[K+].[OH:15][C:16]1[CH:21]=[CH:20][C:19]([CH2:22][CH:23]([OH:29])[C:24]([O:26][CH2:27][CH3:28])=[O:25])=[CH:18][CH:17]=1. Product: [CH2:1]([O:15][C:16]1[CH:17]=[CH:18][C:19]([CH2:22][CH:23]([OH:29])[C:24]([O:26][CH2:27][CH3:28])=[O:25])=[CH:20][CH:21]=1)[C:2]1[CH:7]=[CH:6][CH:5]=[CH:4][CH:3]=1. (4) Reactant: [CH2:1]([O:8][C:9]([N:11]1[CH2:17][CH2:16][C:15](=O)[CH:14]([NH:19][C:20](=[O:22])[CH3:21])[CH2:13][CH2:12]1)=[O:10])[C:2]1[CH:7]=[CH:6][CH:5]=[CH:4][CH:3]=1.[OH-].COC(NS([N+](CC)(CC)CC)(=O)=O)=O. Product: [CH3:21][C:20]1[O:22][C:15]2[CH2:16][CH2:17][N:11]([C:9]([O:8][CH2:1][C:2]3[CH:3]=[CH:4][CH:5]=[CH:6][CH:7]=3)=[O:10])[CH2:12][CH2:13][C:14]=2[N:19]=1. The catalyst class is: 7. (5) Reactant: [Br:1][C:2]1[CH:3]=[C:4]([CH:7]=[CH:8][C:9]=1F)[CH:5]=[O:6].[NH:11]1[CH2:16][CH2:15][O:14][CH2:13][CH2:12]1.C([O-])([O-])=O.[K+].[K+]. Product: [Br:1][C:2]1[CH:3]=[C:4]([CH:7]=[CH:8][C:9]=1[N:11]1[CH2:16][CH2:15][O:14][CH2:13][CH2:12]1)[CH:5]=[O:6]. The catalyst class is: 17.